From a dataset of Forward reaction prediction with 1.9M reactions from USPTO patents (1976-2016). Predict the product of the given reaction. (1) Given the reactants Cl[CH2:2][C:3]([N:5]1[C:13]2[C:8](=[CH:9][C:10]([O:14][CH2:15][C:16]3[S:17][C:18]([C:27]([F:30])([F:29])[F:28])=[C:19]([C:21]4[CH:26]=[CH:25][CH:24]=[CH:23][CH:22]=4)[CH:20]=3)=[CH:11][CH:12]=2)[CH2:7][CH2:6]1)=[O:4], predict the reaction product. The product is: [CH:13]([NH:5][CH2:2][C:3]([N:5]1[C:13]2[C:8](=[CH:9][C:10]([O:14][CH2:15][C:16]3[S:17][C:18]([C:27]([F:30])([F:29])[F:28])=[C:19]([C:21]4[CH:26]=[CH:25][CH:24]=[CH:23][CH:22]=4)[CH:20]=3)=[CH:11][CH:12]=2)[CH2:7][CH2:6]1)=[O:4])([CH3:8])[CH3:12]. (2) Given the reactants Cl.[NH2:2][C@@H:3]([CH2:8][NH:9][C:10]([O:12][C:13]([CH3:16])([CH3:15])[CH3:14])=[O:11])[C:4]([O:6][CH3:7])=[O:5].Cl[CH2:18][CH2:19][N:20]([CH2:25][CH2:26]Cl)[S:21]([CH3:24])(=[O:23])=[O:22].O, predict the reaction product. The product is: [C:13]([O:12][C:10]([NH:9][CH2:8][C@H:3]([N:2]1[CH2:26][CH2:25][N:20]([S:21]([CH3:24])(=[O:23])=[O:22])[CH2:19][CH2:18]1)[C:4]([O:6][CH3:7])=[O:5])=[O:11])([CH3:16])([CH3:15])[CH3:14]. (3) Given the reactants [OH-].[Na+].[CH2:3]([C@@H:5]1[CH2:9][C@H:8]([OH:10])[CH2:7][C@@H:6]1[C:11]([O:13]CC)=[O:12])[CH3:4], predict the reaction product. The product is: [CH2:3]([CH:5]1[CH2:9][CH:8]([OH:10])[CH2:7][CH:6]1[C:11]([OH:13])=[O:12])[CH3:4].